Dataset: Reaction yield outcomes from USPTO patents with 853,638 reactions. Task: Predict the reaction yield, written as a fraction of the theoretical maximum amount of product (1.0 means a 100% yield; for example, 0.34 means a 34% yield). (1) The reactants are [CH3:1][C:2]1[N:6]([CH2:7][CH2:8][C:9]2[CH:14]=[CH:13][C:12]([O:15][CH2:16][CH:17]3[CH2:22][CH2:21][CH:20]([CH2:23][CH2:24][CH2:25][CH2:26][CH3:27])[CH2:19][CH2:18]3)=[CH:11][CH:10]=2)[C:5]([C:28]2[CH:33]=[CH:32][C:31]([OH:34])=[CH:30][CH:29]=2)=[CH:4][CH:3]=1.O[C@@H:36]([CH2:42][C:43]1[CH:48]=[CH:47][CH:46]=[CH:45][CH:44]=1)[C:37]([O:39][CH2:40][CH3:41])=[O:38].C1(P(C2C=CC=CC=2)C2C=CC=CC=2)C=CC=CC=1.N(C(N1CCCCC1)=O)=NC(N1CCCCC1)=O. The catalyst is C1(C)C=CC=CC=1.O. The product is [CH3:1][C:2]1[N:6]([CH2:7][CH2:8][C:9]2[CH:14]=[CH:13][C:12]([O:15][CH2:16][CH:17]3[CH2:18][CH2:19][CH:20]([CH2:23][CH2:24][CH2:25][CH2:26][CH3:27])[CH2:21][CH2:22]3)=[CH:11][CH:10]=2)[C:5]([C:28]2[CH:33]=[CH:32][C:31]([O:34][C@H:36]([CH2:42][C:43]3[CH:44]=[CH:45][CH:46]=[CH:47][CH:48]=3)[C:37]([O:39][CH2:40][CH3:41])=[O:38])=[CH:30][CH:29]=2)=[CH:4][CH:3]=1. The yield is 0.487. (2) The yield is 0.955. The reactants are [C:1]([OH:4])(=[O:3])[CH3:2].[CH:5]1[C:10]2=[N:11][S:12][N:13]=[C:9]2[C:8]([NH:14][C:15]2[NH:19][CH2:18][CH2:17][N:16]=2)=[C:7]([Cl:20])[CH:6]=1. The product is [CH:5]1[C:10]2=[N:11][S:12][N:13]=[C:9]2[C:8]([NH:14][C:15]2[NH:19][CH2:18][CH2:17][N:16]=2)=[C:7]([Cl:20])[CH:6]=1.[C:1]([O-:4])(=[O:3])[CH3:2]. The catalyst is CC(C)=O. (3) The catalyst is O1CCCC1. The product is [CH3:1][N:2]1[C:6]([CH3:7])=[C:5]([CH3:8])[N:4]=[C:3]1[CH:17]=[O:18]. The yield is 0.500. The reactants are [CH3:1][N:2]1[C:6]([CH3:7])=[C:5]([CH3:8])[N:4]=[CH:3]1.[Li]CCCC.CN([CH:17]=[O:18])C.